This data is from Full USPTO retrosynthesis dataset with 1.9M reactions from patents (1976-2016). The task is: Predict the reactants needed to synthesize the given product. (1) Given the product [C:21]1([CH:18]2[CH2:17][CH2:16][N:15]([CH2:14][C:9]3[CH:8]=[CH:7][C:6]4[C:11](=[CH:12][CH:13]=[C:4]([NH2:1])[CH:5]=4)[N:10]=3)[CH2:20][CH2:19]2)[CH:22]=[CH:23][CH:24]=[CH:25][CH:26]=1, predict the reactants needed to synthesize it. The reactants are: [N+:1]([C:4]1[CH:5]=[C:6]2[C:11](=[CH:12][CH:13]=1)[N:10]=[C:9]([CH2:14][N:15]1[CH2:20][CH2:19][CH:18]([C:21]3[CH:26]=[CH:25][CH:24]=[CH:23][CH:22]=3)[CH2:17][CH2:16]1)[CH:8]=[CH:7]2)([O-])=O. (2) Given the product [CH3:1][O:2][CH2:3][C@@H:4]1[CH2:8][CH2:7][CH2:6][N:5]1[CH2:10][CH2:11][NH:12][C:13](=[O:19])[O:14][C:15]([CH3:18])([CH3:17])[CH3:16], predict the reactants needed to synthesize it. The reactants are: [CH3:1][O:2][CH2:3][C@@H:4]1[CH2:8][CH2:7][CH2:6][NH:5]1.Br[CH2:10][CH2:11][NH:12][C:13](=[O:19])[O:14][C:15]([CH3:18])([CH3:17])[CH3:16].C(N(CC)CC)C.C(=O)([O-])[O-].[K+].[K+]. (3) The reactants are: [Br-].[CH2:2]([N+:6]1([CH3:11])[CH2:10][CH2:9][CH2:8][CH2:7]1)[CH2:3][CH2:4][CH3:5].[F:12][C:13]([F:26])([F:25])[S:14]([N-:17][S:18]([C:21]([F:24])([F:23])[F:22])(=[O:20])=[O:19])(=[O:16])=[O:15].C([N+]1(C)CCCC1)CCC. Given the product [F:24][C:21]([F:22])([F:23])[S:18]([N-:17][S:14]([C:13]([F:12])([F:25])[F:26])(=[O:15])=[O:16])(=[O:19])=[O:20].[CH2:7]([N+:6]1[CH:2]=[CH:3][CH:4]=[CH:5][CH:11]=1)[CH2:8][CH2:9][CH3:10], predict the reactants needed to synthesize it. (4) The reactants are: NC(C1C=C(Cl)C=CC=1OC)C#N.OC(C)(C)CC(O)=O.[Si]([O:29][C:30]([CH3:48])([CH3:47])[CH2:31][C:32]([NH:34][CH:35]([C:38]1[CH:43]=[C:42]([Cl:44])[CH:41]=[CH:40][C:39]=1[O:45][CH3:46])[C:36]#[N:37])=[O:33])(C(C)(C)C)(C)C. Given the product [Cl:44][C:42]1[CH:41]=[CH:40][C:39]([O:45][CH3:46])=[C:38]([CH:35]([C:36]#[N:37])[NH:34][C:32](=[O:33])[CH2:31][C:30]([OH:29])([CH3:48])[CH3:47])[CH:43]=1, predict the reactants needed to synthesize it. (5) Given the product [CH:30]1([CH2:29][O:28][C:22]2[CH:23]=[CH:24][C:25]([CH3:27])=[CH:26][C:21]=2[C:20]2[CH:19]=[CH:18][N:17]=[C:16]3[C:12]([C:10]([NH:9][C@H:6]4[CH2:7][CH2:8][C@@H:3]([NH:2][C:37](=[O:38])[CH2:36][O:35][CH3:34])[CH2:4][CH2:5]4)=[O:11])=[C:13]([CH3:33])[NH:14][C:15]=23)[CH2:31][CH2:32]1, predict the reactants needed to synthesize it. The reactants are: Cl.[NH2:2][C@@H:3]1[CH2:8][CH2:7][C@H:6]([NH:9][C:10]([C:12]2[C:16]3=[N:17][CH:18]=[CH:19][C:20]([C:21]4[CH:26]=[C:25]([CH3:27])[CH:24]=[CH:23][C:22]=4[O:28][CH2:29][CH:30]4[CH2:32][CH2:31]4)=[C:15]3[NH:14][C:13]=2[CH3:33])=[O:11])[CH2:5][CH2:4]1.[CH3:34][O:35][CH2:36][C:37](Cl)=[O:38]. (6) Given the product [SH:26][CH2:2][CH2:3][C:4]1[CH:9]=[CH:8][C:7]([CH2:10][CH2:11][C:12]2[N:13]=[C:14]([NH:17][C:18](=[O:20])[CH3:19])[S:15][CH:16]=2)=[CH:6][CH:5]=1, predict the reactants needed to synthesize it. The reactants are: Br[CH2:2][CH2:3][C:4]1[CH:9]=[CH:8][C:7]([CH2:10][CH2:11][C:12]2[N:13]=[C:14]([NH:17][C:18](=[O:20])[CH3:19])[S:15][CH:16]=2)=[CH:6][CH:5]=1.C(NC(N)=[S:26])(=O)C.C(OCC)(=O)C. (7) Given the product [CH2:1]([O:3][C:4]1[CH:12]=[CH:11][CH:10]=[C:9]([CH2:13][CH2:14][CH2:15][CH2:16][CH2:17][CH2:18][CH2:19][CH2:20][CH2:21][CH2:22][CH2:23][CH2:24][CH2:25][CH2:26][CH3:27])[C:5]=1[C:6]([NH:28][C:29]1[CH:30]=[CH:31][C:32]([N+:39]([O-:41])=[O:40])=[C:33]([C:35]([F:36])([F:37])[F:38])[CH:34]=1)=[O:7])[CH3:2], predict the reactants needed to synthesize it. The reactants are: [CH2:1]([O:3][C:4]1[CH:12]=[CH:11][CH:10]=[C:9]([CH2:13][CH2:14][CH2:15][CH2:16][CH2:17][CH2:18][CH2:19][CH2:20][CH2:21][CH2:22][CH2:23][CH2:24][CH2:25][CH2:26][CH3:27])[C:5]=1[C:6](Cl)=[O:7])[CH3:2].[NH2:28][C:29]1[CH:30]=[CH:31][C:32]([N+:39]([O-:41])=[O:40])=[C:33]([C:35]([F:38])([F:37])[F:36])[CH:34]=1.C(N(CC)CC)C. (8) The reactants are: Br[C:2]1[CH:7]=[CH:6][CH:5]=[C:4]([N+:8]([O-:10])=[O:9])[CH:3]=1.[CH:11]([C:13]1[O:17][C:16](B(O)O)=[CH:15][CH:14]=1)=[O:12].C(=O)([O-])[O-].[Na+].[Na+]. Given the product [N+:8]([C:4]1[CH:3]=[C:2]([C:16]2[O:17][C:13]([CH:11]=[O:12])=[CH:14][CH:15]=2)[CH:7]=[CH:6][CH:5]=1)([O-:10])=[O:9], predict the reactants needed to synthesize it. (9) Given the product [CH:18]([NH:17][C:15]([C@H:12]1[CH2:13][CH2:14][C@@H:9]([NH:8][C:6]2[C:5]([N+:21]([O-:23])=[O:22])=[CH:4][N:3]=[C:2]([N:24]3[CH2:29][CH2:28][S:27](=[O:31])(=[O:30])[CH2:26][CH2:25]3)[CH:7]=2)[CH2:10][CH2:11]1)=[O:16])([CH3:20])[CH3:19], predict the reactants needed to synthesize it. The reactants are: Cl[C:2]1[CH:7]=[C:6]([NH:8][C@@H:9]2[CH2:14][CH2:13][C@H:12]([C:15]([NH:17][CH:18]([CH3:20])[CH3:19])=[O:16])[CH2:11][CH2:10]2)[C:5]([N+:21]([O-:23])=[O:22])=[CH:4][N:3]=1.[NH:24]1[CH2:29][CH2:28][S:27](=[O:31])(=[O:30])[CH2:26][CH2:25]1.